Dataset: Catalyst prediction with 721,799 reactions and 888 catalyst types from USPTO. Task: Predict which catalyst facilitates the given reaction. (1) Reactant: [BH-](OC(C)=O)(OC(C)=O)OC(C)=O.[Na+].[NH:15]1[CH2:19][CH2:18][CH2:17][CH2:16]1.O=[CH:21][C:22]1[CH:30]=[CH:29][C:27]([OH:28])=[C:24]([O:25][CH3:26])[CH:23]=1.[OH-].[Na+]. Product: [CH3:26][O:25][C:24]1[CH:23]=[C:22]([CH2:21][N:15]2[CH2:19][CH2:18][CH2:17][CH2:16]2)[CH:30]=[CH:29][C:27]=1[OH:28]. The catalyst class is: 34. (2) Reactant: FC(F)(F)C(O)=O.[Cl:8][C:9]1[CH:10]=[C:11]2[C:15](=[CH:16][CH:17]=1)[NH:14][C:13]([C:18]([NH:20][C@H:21]1[CH2:26][CH2:25][CH2:24][CH2:23][C@H:22]1[NH:27][C:28]([C:30]1[N:31]=[CH:32][C:33]3[CH2:38][N:37]([C:39](OC(C)(C)C)=O)[CH2:36][C:34]=3[N:35]=1)=[O:29])=[O:19])=[CH:12]2. Product: [ClH:8].[Cl:8][C:9]1[CH:10]=[C:11]2[C:15](=[CH:16][CH:17]=1)[NH:14][C:13]([C:18]([NH:20][C@H:21]1[CH2:26][CH2:25][CH2:24][CH2:23][C@H:22]1[NH:27][C:28]([C:30]1[N:31]=[CH:32][C:33]3[CH2:38][N:37]([CH3:39])[CH2:36][C:34]=3[N:35]=1)=[O:29])=[O:19])=[CH:12]2. The catalyst class is: 2.